Dataset: Catalyst prediction with 721,799 reactions and 888 catalyst types from USPTO. Task: Predict which catalyst facilitates the given reaction. (1) Reactant: [Cl:1][C:2]1[C:7]([CH2:8][NH:9][C:10]2[C:11]3[C:12](=[N:16][N:17]([CH2:19][C:20]45[CH2:24][C:22]([C:25](OC)=[O:26])([CH2:23]4)[CH2:21]5)[CH:18]=3)[N:13]=[CH:14][N:15]=2)=[C:6]([F:29])[C:5]([O:30][CH3:31])=[CH:4][CH:3]=1.[H-].[Al+3].[Li+].[H-].[H-].[H-].O.[OH-].[Na+]. Product: [Cl:1][C:2]1[C:7]([CH2:8][NH:9][C:10]2[C:11]3[C:12](=[N:16][N:17]([CH2:19][C:20]45[CH2:23][C:22]([CH2:25][OH:26])([CH2:21]4)[CH2:24]5)[CH:18]=3)[N:13]=[CH:14][N:15]=2)=[C:6]([F:29])[C:5]([O:30][CH3:31])=[CH:4][CH:3]=1. The catalyst class is: 1. (2) Reactant: Cl[C:2](OC1C=CC([N+]([O-])=O)=CC=1)=[O:3].[NH2:14][C:15]1[CH:23]=[CH:22][C:18]2[N:19]=[CH:20][NH:21][C:17]=2[CH:16]=1.[NH2:24][CH2:25][C:26]([C:28]1[CH:33]=[CH:32][C:31](Cl)=[C:30]([CH3:35])[CH:29]=1)=O. Product: [NH:19]1[C:18]2[CH:22]=[CH:23][C:15]([N:14]3[CH:26]([C:28]4[CH:29]=[C:30]([CH3:35])[CH:31]=[CH:32][CH:33]=4)[CH2:25][NH:24][C:2]3=[O:3])=[CH:16][C:17]=2[N:21]=[CH:20]1. The catalyst class is: 2. (3) Reactant: [NH2:1][C@H:2]1[CH2:6][CH2:5][C@H:4]([C:7]2[CH:15]=[CH:14][C:13]([C:16]([NH2:18])=[O:17])=[C:12]3[C:8]=2[CH:9]=[CH:10][NH:11]3)[CH2:3]1.CCN(C(C)C)C(C)C.[C:28](Cl)(=[O:31])[CH:29]=[CH2:30]. Product: [C:28]([NH:1][C@H:2]1[CH2:6][CH2:5][C@H:4]([C:7]2[CH:15]=[CH:14][C:13]([C:16]([NH2:18])=[O:17])=[C:12]3[C:8]=2[CH:9]=[CH:10][NH:11]3)[CH2:3]1)(=[O:31])[CH:29]=[CH2:30]. The catalyst class is: 2. (4) Reactant: [C:1]([S:5][CH2:6][CH:7]([CH2:11][C:12]1[CH:17]=[CH:16][CH:15]=[C:14]([Br:18])[CH:13]=1)[C:8]([OH:10])=O)([CH3:4])([CH3:3])[CH3:2].Cl.[CH2:20]([O:27][C:28](=[O:31])[CH2:29][NH2:30])[C:21]1[CH:26]=[CH:25][CH:24]=[CH:23][CH:22]=1.C(N(CC)CC)C.C1C=CC2N(O)N=NC=2C=1.C1(N=C=NC2CCCCC2)CCCCC1. Product: [CH2:20]([O:27][C:28](=[O:31])[CH2:29][NH:30][C:8](=[O:10])[CH:7]([CH2:6][S:5][C:1]([CH3:2])([CH3:3])[CH3:4])[CH2:11][C:12]1[CH:17]=[CH:16][CH:15]=[C:14]([Br:18])[CH:13]=1)[C:21]1[CH:26]=[CH:25][CH:24]=[CH:23][CH:22]=1. The catalyst class is: 168. (5) Reactant: F[C:2]1[CH:7]=[CH:6][CH:5]=[CH:4][C:3]=1[N+:8]([O-:10])=[O:9].[OH-].[Li+]. Product: [C:3]1([NH:8][C:2]2[CH:7]=[CH:6][CH:5]=[CH:4][C:3]=2[N+:8]([O-:10])=[O:9])[CH:4]=[CH:5][CH:6]=[CH:7][CH:2]=1. The catalyst class is: 3. (6) Reactant: [C:1]([SiH2:5][O:6][C:7]([CH3:16])([CH3:15])[CH:8]1[CH2:13][CH:12]([OH:14])[CH2:11][CH2:10][O:9]1)([CH3:4])([CH3:3])[CH3:2].[CH3:17][S:18](Cl)(=[O:20])=[O:19]. Product: [C:1]([SiH2:5][O:6][C:7]([CH3:16])([CH3:15])[CH:8]1[CH2:13][CH:12]([O:14][S:18]([CH3:17])(=[O:20])=[O:19])[CH2:11][CH2:10][O:9]1)([CH3:4])([CH3:2])[CH3:3]. The catalyst class is: 2. (7) Reactant: [NH2:1][C:2]1[CH:7]=[CH:6][CH:5]=[CH:4][C:3]=1[CH:8]1[C:17]([CH3:19])([CH3:18])[CH2:16][C:15]2[C:10](=[CH:11][CH:12]=[C:13]([C:20]([O:22][CH3:23])=[O:21])[CH:14]=2)[NH:9]1.N1C=CC=CC=1.[C:30]1([S:36](Cl)(=[O:38])=[O:37])[CH:35]=[CH:34][CH:33]=[CH:32][CH:31]=1. The catalyst class is: 4. Product: [CH3:19][C:17]1([CH3:18])[CH2:16][C:15]2[C:10](=[CH:11][CH:12]=[C:13]([C:20]([O:22][CH3:23])=[O:21])[CH:14]=2)[NH:9][CH:8]1[C:3]1[CH:4]=[CH:5][CH:6]=[CH:7][C:2]=1[NH:1][S:36]([C:30]1[CH:35]=[CH:34][CH:33]=[CH:32][CH:31]=1)(=[O:38])=[O:37]. (8) Reactant: [CH3:1][O:2][C:3]1[CH:12]=[C:11]([O:13][CH3:14])[CH:10]=[C:9]2[C:4]=1[C:5](O)=[CH:6][CH:7]=[N:8]2.CCN(C(C)C)C(C)C.O=P(Cl)(Cl)[Cl:27]. Product: [Cl:27][C:5]1[C:4]2[C:9](=[CH:10][C:11]([O:13][CH3:14])=[CH:12][C:3]=2[O:2][CH3:1])[N:8]=[CH:7][CH:6]=1. The catalyst class is: 11.